From a dataset of Reaction yield outcomes from USPTO patents with 853,638 reactions. Predict the reaction yield, written as a fraction of the theoretical maximum amount of product (1.0 means a 100% yield; for example, 0.34 means a 34% yield). (1) The reactants are P(=O)(O)(O)O.[N+]([O-])(O)=O.[C:10]([C:14]1[N:15]=[C:16](N)[S:17][CH:18]=1)([CH3:13])([CH3:12])[CH3:11].N([O-])=O.[Na+].[Na+].[Br-:25].[OH-].[K+]. The catalyst is O. The product is [Br:25][C:16]1[S:17][CH:18]=[C:14]([C:10]([CH3:13])([CH3:12])[CH3:11])[N:15]=1. The yield is 0.310. (2) The reactants are Cl[C:2]1[S:6][C:5]([C:7]([O:9][CH3:10])=[O:8])=[CH:4][C:3]=1[N+:11]([O-:13])=[O:12].[NH2:14][CH2:15][C:16]([O:18][CH2:19][CH3:20])=[O:17].Cl.C([O-])([O-])=O.[K+].[K+]. The catalyst is CC#N. The product is [CH2:19]([O:18][C:16](=[O:17])[CH2:15][NH:14][C:2]1[S:6][C:5]([C:7]([O:9][CH3:10])=[O:8])=[CH:4][C:3]=1[N+:11]([O-:13])=[O:12])[CH3:20]. The yield is 0.790. (3) The reactants are [NH2:1][C:2]1[CH:3]=[C:4]([CH:10]=[CH:11][CH:12]=1)[C:5]([O:7][CH2:8][CH3:9])=[O:6].[F:13][C:14]([F:27])([O:18][C:19]1[CH:20]=[C:21]([CH:24]=[CH:25][CH:26]=1)[CH:22]=O)[CH:15]([F:17])[F:16].C(O)(=O)C.[BH-](OC(C)=O)(OC(C)=O)OC(C)=O.[Na+]. The catalyst is ClC(Cl)C. The product is [F:13][C:14]([F:27])([O:18][C:19]1[CH:20]=[C:21]([CH2:22][NH:1][C:2]2[CH:3]=[C:4]([CH:10]=[CH:11][CH:12]=2)[C:5]([O:7][CH2:8][CH3:9])=[O:6])[CH:24]=[CH:25][CH:26]=1)[CH:15]([F:16])[F:17]. The yield is 0.980. (4) The reactants are [NH2:1][CH2:2][CH2:3][NH:4][C:5](=[O:11])[O:6][C:7]([CH3:10])([CH3:9])[CH3:8].N1C=CC=CC=1.ClCCl.[F:21][C:22]([F:33])([F:32])[C:23](O[C:23](=[O:24])[C:22]([F:33])([F:32])[F:21])=[O:24]. The catalyst is O. The product is [F:21][C:22]([F:33])([F:32])[C:23]([NH:1][CH2:2][CH2:3][NH:4][C:5](=[O:11])[O:6][C:7]([CH3:8])([CH3:10])[CH3:9])=[O:24]. The yield is 0.820. (5) The reactants are Br[C:2]1[CH:3]=[N:4][C:5]2[C:10]([CH:11]=1)=[CH:9][C:8]([CH2:12][C:13]1[N:17]3[N:18]=[C:19]([CH3:22])[CH:20]=[CH:21][C:16]3=[N:15][N:14]=1)=[CH:7][CH:6]=2.[CH:23](B(O)O)=[CH2:24].C([O-])([O-])=O.[K+].[K+].O1CCOCC1. The catalyst is C1C=CC([PH+]([C]2[CH][CH][CH][CH]2)C2C=CC=CC=2)=CC=1.C1C=CC([PH+]([C]2[CH][CH][CH][CH]2)C2C=CC=CC=2)=CC=1.C(Cl)Cl.Cl[Pd]Cl.[Fe].O. The product is [CH3:22][C:19]1[CH:20]=[CH:21][C:16]2[N:17]([C:13]([CH2:12][C:8]3[CH:9]=[C:10]4[C:5](=[CH:6][CH:7]=3)[N:4]=[CH:3][C:2]([CH:23]=[CH2:24])=[CH:11]4)=[N:14][N:15]=2)[N:18]=1. The yield is 0.350. (6) The reactants are Br[C:2]1[CH:7]=[C:6]([N:8]2[CH2:13][CH2:12][CH2:11]C[CH2:9]2)[CH:5]=[CH:4][C:3]=1[CH2:14][C:15]1[CH:20]=[CH:19][C:18]([N:21]2[CH2:26][CH2:25][CH2:24]C[CH2:22]2)=[CH:17][C:16]=1Br.[Li]C(CC)C.[Si:33]([CH3:37])([CH3:36])(Cl)[Cl:34].C1(Cl)C(=O)C(Cl)=C(Cl)C(=O)C=1Cl. The catalyst is C1COCC1. The product is [Cl-:34].[N:21]1([C:18]2[CH:19]=[CH:20][C:15]3[CH3+:14][C:3]4[C:2]([Si:33]([CH3:37])([CH3:36])[C:16]=3[CH:17]=2)=[CH:7][C:6]([N:8]2[CH2:13][CH2:12][CH2:11][CH2:9]2)=[CH:5][CH:4]=4)[CH2:26][CH2:25][CH2:24][CH2:22]1. The yield is 0.400. (7) The reactants are [CH2:1]([O:8][N:9]1[C:15](=[O:16])[N:14]2[CH2:17][C@H:10]1[CH2:11][CH2:12][C@H:13]2[C:18]([OH:20])=O)[C:2]1[CH:7]=[CH:6][CH:5]=[CH:4][CH:3]=1.[NH2:21][O:22][CH2:23][CH2:24][NH:25][C:26]([NH:28][C:29](=[O:35])[O:30][C:31]([CH3:34])([CH3:33])[CH3:32])=[O:27].ON1C2C=CC=CC=2N=N1.Cl.C(N=C=NCCCN(C)C)C. The catalyst is C(Cl)Cl. The product is [CH2:1]([O:8][N:9]1[C:15](=[O:16])[N:14]2[CH2:17][C@H:10]1[CH2:11][CH2:12][C@H:13]2[C:18]([NH:21][O:22][CH2:23][CH2:24][NH:25][C:26]([NH:28][C:29](=[O:35])[O:30][C:31]([CH3:33])([CH3:32])[CH3:34])=[O:27])=[O:20])[C:2]1[CH:3]=[CH:4][CH:5]=[CH:6][CH:7]=1. The yield is 0.850.